Task: Regression. Given two drug SMILES strings and cell line genomic features, predict the synergy score measuring deviation from expected non-interaction effect.. Dataset: NCI-60 drug combinations with 297,098 pairs across 59 cell lines (1) Drug 2: CC=C1C(=O)NC(C(=O)OC2CC(=O)NC(C(=O)NC(CSSCCC=C2)C(=O)N1)C(C)C)C(C)C. Cell line: TK-10. Synergy scores: CSS=43.8, Synergy_ZIP=6.13, Synergy_Bliss=4.80, Synergy_Loewe=-59.5, Synergy_HSA=1.23. Drug 1: CN(C)C1=NC(=NC(=N1)N(C)C)N(C)C. (2) Drug 1: C1=CN(C(=O)N=C1N)C2C(C(C(O2)CO)O)O.Cl. Drug 2: CC1C(C(CC(O1)OC2CC(CC3=C2C(=C4C(=C3O)C(=O)C5=CC=CC=C5C4=O)O)(C(=O)C)O)N)O. Cell line: OVCAR-5. Synergy scores: CSS=50.9, Synergy_ZIP=-8.29, Synergy_Bliss=-18.6, Synergy_Loewe=-38.2, Synergy_HSA=-11.5. (3) Drug 1: CC1C(C(CC(O1)OC2CC(CC3=C2C(=C4C(=C3O)C(=O)C5=C(C4=O)C(=CC=C5)OC)O)(C(=O)CO)O)N)O.Cl. Drug 2: CN(C)N=NC1=C(NC=N1)C(=O)N. Cell line: HCT-15. Synergy scores: CSS=21.6, Synergy_ZIP=-5.01, Synergy_Bliss=-3.92, Synergy_Loewe=-0.504, Synergy_HSA=-1.37. (4) Drug 1: CC1=C2C(C(=O)C3(C(CC4C(C3C(C(C2(C)C)(CC1OC(=O)C(C(C5=CC=CC=C5)NC(=O)OC(C)(C)C)O)O)OC(=O)C6=CC=CC=C6)(CO4)OC(=O)C)OC)C)OC. Drug 2: C1=CC(=CC=C1CCCC(=O)O)N(CCCl)CCCl. Cell line: DU-145. Synergy scores: CSS=77.9, Synergy_ZIP=8.42, Synergy_Bliss=8.70, Synergy_Loewe=8.35, Synergy_HSA=12.4.